This data is from Forward reaction prediction with 1.9M reactions from USPTO patents (1976-2016). The task is: Predict the product of the given reaction. (1) Given the reactants BrC1N=CC(C(N2CCN(C3C(C)=CC(C)=CN=3)CC2)=O)=CC=1.COC1C=CC(CN2C(=O)C(C)NC2=O)=CC=1.[CH3:41][C:42]1[C:43]([N:49]2[CH2:54][CH2:53][N:52]([C:55]([C:57]3[CH:58]=[CH:59][C:60]([N:63]4[CH:67]([CH3:68])[C:66](=[O:69])[N:65](CC5C=CC(OC)=CC=5)[C:64]4=[O:79])=[N:61][CH:62]=3)=[O:56])[CH2:51][CH2:50]2)=[N:44][CH:45]=[C:46]([CH3:48])[CH:47]=1, predict the reaction product. The product is: [CH3:41][C:42]1[C:43]([N:49]2[CH2:50][CH2:51][N:52]([C:55]([C:57]3[CH:58]=[CH:59][C:60]([N:63]4[CH:67]([CH3:68])[C:66](=[O:69])[NH:65][C:64]4=[O:79])=[N:61][CH:62]=3)=[O:56])[CH2:53][CH2:54]2)=[N:44][CH:45]=[C:46]([CH3:48])[CH:47]=1. (2) Given the reactants Cl.F[C:3]1C=C(C=CC=1)CN1C=C(C2C3C(=NC=C(C4C=CC(C5CCNCC5)=CC=4)C=3)N(S(C3C=CC(C)=CC=3)(=O)=O)C=2)C=N1.[F:46][C:47]1[CH:48]=[C:49]([C:59]2[CH:60]=[C:61]3[C:67]([C:68]4[CH:69]=[N:70][N:71]([CH2:73][C:74]5[CH:79]=[CH:78][CH:77]=[C:76]([F:80])[CH:75]=5)[CH:72]=4)=[CH:66][N:65]([S:81]([C:84]4[CH:90]=[CH:89][C:87]([CH3:88])=[CH:86][CH:85]=4)(=[O:83])=[O:82])[C:62]3=[N:63][CH:64]=2)[CH:50]=[N:51][C:52]=1[N:53]1[CH2:58][CH2:57][NH:56][CH2:55][CH2:54]1.C=O.[BH-](OC(C)=O)(OC(C)=O)OC(C)=O.[Na+], predict the reaction product. The product is: [F:46][C:47]1[CH:48]=[C:49]([C:59]2[CH:60]=[C:61]3[C:67]([C:68]4[CH:69]=[N:70][N:71]([CH2:73][C:74]5[CH:79]=[CH:78][CH:77]=[C:76]([F:80])[CH:75]=5)[CH:72]=4)=[CH:66][N:65]([S:81]([C:84]4[CH:90]=[CH:89][C:87]([CH3:88])=[CH:86][CH:85]=4)(=[O:82])=[O:83])[C:62]3=[N:63][CH:64]=2)[CH:50]=[N:51][C:52]=1[N:53]1[CH2:58][CH2:57][N:56]([CH3:3])[CH2:55][CH2:54]1. (3) The product is: [CH3:1][C:2]1[C:7]([N+:8]([O-:10])=[O:9])=[CH:6][CH:5]=[CH:4][C:3]=1[N:11]1[C:15](=[O:16])[N:14]([CH3:17])[N:13]=[N:12]1. Given the reactants [CH3:1][C:2]1[C:7]([N+:8]([O-:10])=[O:9])=[CH:6][CH:5]=[CH:4][C:3]=1[N:11]1[C:15](=[O:16])[NH:14][N:13]=[N:12]1.[C:17](=O)([O-])[O-].[K+].[K+].COS(=O)(=O)OC.C(=O)(O)[O-].[Na+], predict the reaction product. (4) Given the reactants [Cl:1][CH2:2][C:3]1[CH:31]=[CH:30][C:6]([C:7]([NH:9][C:10]2[C:11]3[CH:22]=[C:21]([C:23]([O:25]C(C)(C)C)=[O:24])[S:20][C:12]=3[N:13]([C:15]([O:17][CH2:18][CH3:19])=[O:16])[N:14]=2)=[O:8])=[CH:5][CH:4]=1.Cl, predict the reaction product. The product is: [CH2:18]([O:17][C:15]([N:13]1[C:12]2[S:20][C:21]([C:23]([OH:25])=[O:24])=[CH:22][C:11]=2[C:10]([NH:9][C:7](=[O:8])[C:6]2[CH:5]=[CH:4][C:3]([CH2:2][Cl:1])=[CH:31][CH:30]=2)=[N:14]1)=[O:16])[CH3:19]. (5) Given the reactants C(C1C=CC(C[S:8][C:9]2[CH:10]=[C:11]([O:19][CH2:20][O:21][CH3:22])[C:12](=[O:18])[N:13]([CH2:15][O:16][CH3:17])[CH:14]=2)=CC=1)C.Cl[CH2:26][C:27]1[CH:32]=[CH:31][C:30]([F:33])=[C:29]([F:34])[CH:28]=1, predict the reaction product. The product is: [F:34][C:29]1[CH:28]=[C:27]([CH:32]=[CH:31][C:30]=1[F:33])[CH2:26][S:8][C:9]1[CH:10]=[C:11]([O:19][CH2:20][O:21][CH3:22])[C:12](=[O:18])[N:13]([CH2:15][O:16][CH3:17])[CH:14]=1. (6) Given the reactants [CH2:1]([NH:4][C:5]1[CH:10]=[CH:9][C:8]([N+:11]([O-])=O)=[CH:7][C:6]=1[C:14]1[O:15][C:16]2[CH:22]=[CH:21][C:20]([C:23]3[O:24][C:25]4[CH:31]=[CH:30][CH:29]=[CH:28][C:26]=4[CH:27]=3)=[CH:19][C:17]=2[N:18]=1)[CH2:2][CH3:3], predict the reaction product. The product is: [CH2:1]([NH:4][C:5]1[CH:10]=[CH:9][C:8]([NH2:11])=[CH:7][C:6]=1[C:14]1[O:15][C:16]2[CH:22]=[CH:21][C:20]([C:23]3[O:24][C:25]4[CH:31]=[CH:30][CH:29]=[CH:28][C:26]=4[CH:27]=3)=[CH:19][C:17]=2[N:18]=1)[CH2:2][CH3:3].